From a dataset of Catalyst prediction with 721,799 reactions and 888 catalyst types from USPTO. Predict which catalyst facilitates the given reaction. (1) Reactant: [OH:1][C:2]1[C:11]2[C:6](=[CH:7][CH:8]=[CH:9][CH:10]=2)[CH:5]=[C:4]([C:12]([O:14][CH2:15][CH3:16])=[O:13])[CH:3]=1.[CH2:17](Br)[C:18]1[CH:23]=[CH:22][CH:21]=[CH:20][CH:19]=1.CCCCCC. Product: [CH2:17]([O:1][C:2]1[C:11]2[C:6](=[CH:7][CH:8]=[CH:9][CH:10]=2)[CH:5]=[C:4]([C:12]([O:14][CH2:15][CH3:16])=[O:13])[CH:3]=1)[C:18]1[CH:23]=[CH:22][CH:21]=[CH:20][CH:19]=1. The catalyst class is: 13. (2) Reactant: [CH:1]([C:4]1[CH:25]=[CH:24][C:7]([C:8]([NH:10][CH2:11][C:12]([C:14]2[CH:15]=[C:16]([CH:21]=[CH:22][CH:23]=2)[C:17]([O:19][CH3:20])=[O:18])=O)=O)=[CH:6][CH:5]=1)([CH3:3])[CH3:2].P12(SP3(SP(SP(S3)(S1)=S)(=S)S2)=S)=[S:27].[OH-].[Na+]. Product: [CH:1]([C:4]1[CH:25]=[CH:24][C:7]([C:8]2[S:27][C:12]([C:14]3[CH:15]=[C:16]([CH:21]=[CH:22][CH:23]=3)[C:17]([O:19][CH3:20])=[O:18])=[CH:11][N:10]=2)=[CH:6][CH:5]=1)([CH3:3])[CH3:2]. The catalyst class is: 17. (3) Reactant: [N:1]1[C:10]2[C:5](=[CH:6][CH:7]=[CH:8][CH:9]=2)[C:4]([C:11](OC)=[O:12])=[CH:3][N:2]=1.CO.[BH4-].[Na+]. Product: [N:1]1[C:10]2[C:5](=[CH:6][CH:7]=[CH:8][CH:9]=2)[C:4]([CH2:11][OH:12])=[CH:3][N:2]=1. The catalyst class is: 625. (4) Reactant: [OH:1][CH2:2][C:3]([O:5][C:6]([CH3:18])([CH2:8][CH2:9][C:10]([O:13][C:14](=[O:17])[CH2:15][OH:16])([CH3:12])[CH3:11])[CH3:7])=[O:4].[C:19]([Cl:30])(=[O:29])[C:20]1[CH:28]=[CH:27][CH:26]=[C:22]([C:23]([Cl:25])=[O:24])[CH:21]=1.N12CCN(CC1)CC2.[I-].[K+].C(O)(O)CCC. The catalyst class is: 17. Product: [OH:1][CH2:2][C:3]([O:5][C:6]([CH3:18])([CH2:8][CH2:9][C:10]([O:13][C:14](=[O:17])[CH2:15][OH:16])([CH3:11])[CH3:12])[CH3:7])=[O:4].[C:23]([Cl:25])(=[O:24])[C:22]1[CH:26]=[CH:27][CH:28]=[C:20]([C:19]([Cl:30])=[O:29])[CH:21]=1. (5) The catalyst class is: 13. Product: [ClH:15].[N+:25]([C:22]1[CH:21]=[CH:20][C:19]([O:18][C:16]([O:1][CH2:2][C:3]2[S:7][CH:6]=[N:5][CH:4]=2)=[O:17])=[CH:24][CH:23]=1)([O-:27])=[O:26]. Reactant: [OH:1][CH2:2][C:3]1[S:7][CH:6]=[N:5][CH:4]=1.C(N(CC)CC)C.[Cl:15][C:16]([O:18][C:19]1[CH:24]=[CH:23][C:22]([N+:25]([O-:27])=[O:26])=[CH:21][CH:20]=1)=[O:17].Cl.